This data is from Full USPTO retrosynthesis dataset with 1.9M reactions from patents (1976-2016). The task is: Predict the reactants needed to synthesize the given product. (1) Given the product [CH3:12][O:13][C:14]1[CH:15]=[C:16]([CH:17]([N:18]([CH3:20])[CH3:19])[C:4]2[C:5]3[C:10](=[CH:9][CH:8]=[CH:7][CH:6]=3)[N:2]([CH3:1])[CH:3]=2)[CH:21]=[CH:22][C:23]=1[O:24][CH3:25], predict the reactants needed to synthesize it. The reactants are: [CH3:1][N:2]1[C:10]2[C:5](=[CH:6][CH:7]=[CH:8][CH:9]=2)[CH:4]=[CH:3]1.[Cl-].[CH3:12][O:13][C:14]1[CH:15]=[C:16]([CH:21]=[CH:22][C:23]=1[O:24][CH3:25])[CH:17]=[N+:18]([CH3:20])[CH3:19].COC1C=C(C=CC=1OC)C=O.CNC. (2) Given the product [C:1]([O:5][C:6]([N:8]1[CH2:13][CH2:12][N:11]([C:14]2[C:19]([C:20]([F:23])([F:22])[F:21])=[CH:18][C:17]([CH:28]=[CH:27][C:26]([O:30][CH3:31])=[O:29])=[CH:16][N:15]=2)[CH2:10][C@H:9]1[CH3:25])=[O:7])([CH3:4])([CH3:3])[CH3:2], predict the reactants needed to synthesize it. The reactants are: [C:1]([O:5][C:6]([N:8]1[CH2:13][CH2:12][N:11]([C:14]2[C:19]([C:20]([F:23])([F:22])[F:21])=[CH:18][C:17](Br)=[CH:16][N:15]=2)[CH2:10][C@H:9]1[CH3:25])=[O:7])([CH3:4])([CH3:3])[CH3:2].[C:26]([O:30][CH3:31])(=[O:29])[CH:27]=[CH2:28]. (3) Given the product [Br:1][C:2]1[C:3]([N:20]2[CH2:21][CH2:22][N:17]([CH2:13][CH:14]([CH3:16])[CH3:15])[CH2:18][CH2:19]2)=[C:4]([N+:9]([O-:11])=[O:10])[C:5]([NH2:8])=[N:6][CH:7]=1, predict the reactants needed to synthesize it. The reactants are: [Br:1][C:2]1[C:3](Cl)=[C:4]([N+:9]([O-:11])=[O:10])[C:5]([NH2:8])=[N:6][CH:7]=1.[CH2:13]([N:17]1[CH2:22][CH2:21][NH:20][CH2:19][CH2:18]1)[CH:14]([CH3:16])[CH3:15].C(N(C(C)C)CC)(C)C. (4) The reactants are: [N+:1]([C:4]1[CH:5]=[CH:6][C:7]([C:10]#[C:11][C:12]2[CH:17]=[CH:16][CH:15]=[CH:14][N:13]=2)=[N:8][CH:9]=1)([O-])=O.[H][H]. Given the product [N:13]1[CH:14]=[CH:15][CH:16]=[CH:17][C:12]=1[CH2:11][CH2:10][C:7]1[N:8]=[CH:9][C:4]([NH2:1])=[CH:5][CH:6]=1, predict the reactants needed to synthesize it. (5) Given the product [CH3:17][C:6]1([CH3:18])[CH:7]([OH:16])[C:8]2[CH:13]=[C:12]([S:14][CH3:15])[CH:11]=[CH:10][C:9]=2[N:4]([CH2:1][CH:2]=[CH2:3])[S:5]1(=[O:20])=[O:19], predict the reactants needed to synthesize it. The reactants are: [CH2:1]([N:4]1[C:9]2[CH:10]=[CH:11][C:12]([S:14][CH3:15])=[CH:13][C:8]=2[C:7](=[O:16])[C:6]([CH3:18])([CH3:17])[S:5]1(=[O:20])=[O:19])[CH:2]=[CH2:3].[BH4-].[Na+]. (6) Given the product [Cl:1][C:2]1[CH:3]=[N:4][N:5]([CH2:7][CH:8]2[CH2:12][CH2:11][O:10][C:9]2=[O:13])[CH:6]=1, predict the reactants needed to synthesize it. The reactants are: [Cl:1][C:2]1[CH:3]=[N:4][NH:5][CH:6]=1.[CH2:7]=[C:8]1[CH2:12][CH2:11][O:10][C:9]1=[O:13]. (7) Given the product [F:2][C:3]1[CH:8]=[CH:7][C:6]([F:9])=[CH:5][C:4]=1[CH:10]1[CH2:14][C:13]([F:15])([F:16])[CH2:12][N:11]1[C:18]1[CH:23]=[CH:22][N:21]2[N:24]=[CH:25][C:26]([C:27]([O:29][CH2:30][CH3:31])=[O:28])=[C:20]2[CH:19]=1, predict the reactants needed to synthesize it. The reactants are: Cl.[F:2][C:3]1[CH:8]=[CH:7][C:6]([F:9])=[CH:5][C:4]=1[C@H:10]1[CH2:14][C:13]([F:16])([F:15])[CH2:12][NH:11]1.Br[C:18]1[CH:23]=[CH:22][N:21]2[N:24]=[CH:25][C:26]([C:27]([O:29][CH2:30][CH3:31])=[O:28])=[C:20]2[CH:19]=1.